Predict the reactants needed to synthesize the given product. From a dataset of Full USPTO retrosynthesis dataset with 1.9M reactions from patents (1976-2016). Given the product [Br:19][CH2:9][C:6]1[CH:7]=[CH:8][C:3]([O:2][CH3:1])=[C:4]([O:11][CH2:12][CH2:13][CH2:14][O:15][CH3:16])[CH:5]=1, predict the reactants needed to synthesize it. The reactants are: [CH3:1][O:2][C:3]1[CH:8]=[CH:7][C:6]([CH2:9]O)=[CH:5][C:4]=1[O:11][CH2:12][CH2:13][CH2:14][O:15][CH3:16].C[Si](C)(C)[Br:19].